From a dataset of Human liver microsome stability data. Regression/Classification. Given a drug SMILES string, predict its absorption, distribution, metabolism, or excretion properties. Task type varies by dataset: regression for continuous measurements (e.g., permeability, clearance, half-life) or binary classification for categorical outcomes (e.g., BBB penetration, CYP inhibition). Dataset: hlm. The compound is O=C(Nc1nc(-c2ccncc2)cs1)C1COc2ccccc2O1. The result is 1 (stable in human liver microsomes).